This data is from Experimentally validated miRNA-target interactions with 360,000+ pairs, plus equal number of negative samples. The task is: Binary Classification. Given a miRNA mature sequence and a target amino acid sequence, predict their likelihood of interaction. (1) The miRNA is hsa-miR-525-3p with sequence GAAGGCGCUUCCCUUUAGAGCG. The protein sequence of the target gene is MEVLRRSSVFAAEIMDAFDRSPTDKELVAQAKALGREYVHARLLRAGLSWSAPERAAPVPGRLAEVCAVLLRLGDELEMIRPSVYRNVARQLHISLQSEPVVTDAFLAVAGHIFSAGITWGKVVSLYAVAAGLAVDCVRQAQPAMVHALVDCLGEFVRKTLATWLRRRGGWTDVLKCVVSTDPGLRSHWLVAALCSFGRFLKAAFFVLLPER. Result: 0 (no interaction). (2) The miRNA is hsa-miR-6810-5p with sequence AUGGGGACAGGGAUCAGCAUGGC. The protein sequence of the target gene is MAPWLQLCSVFFTVNACLNGSQLAVAAGGSGRARGADTCGWRGVGPASRNSGLYNITFKYDNCTTYLNPVGKHVIADAQNITISQYACHDQVAVTILWSPGALGIEFLKGFRVILEELKSEGRQCQQLILKDPKQLNSSFKRTGMESQPFLNMKFETDYFVKVVPFPSIKNESNYHPFFFRTRACDLLLQPDNLACKPFWKPRNLNISQHGSDMQVSFDHAPHNFGFRFFYLHYKLKHEGPFKRKTCKQEQTTETTSCLLQNVSPGDYIIELVDDTNTTRKVMHYALKPVHSPWAGPIRA.... Result: 0 (no interaction). (3) Result: 1 (interaction). The miRNA is hsa-miR-183-5p with sequence UAUGGCACUGGUAGAAUUCACU. The protein sequence of the target gene is MVAALLGGGGEARGGTVPGAWLCLMALLQLLGSAPRGSGLAHGRRLICWQALLQCQGEPECSYAYNQYAEACAPVLAQHGGGDAPGAAAAAFPASAASFSSRWRCPSHCISALIQLNHTRRGPALEDCDCAQDENCKSTKRAIEPCLPRTSGGGAGGPGAGGVMGCTEARRRCDRDSRCNLALSRYLTYCGKVFNGLRCTDECRTVIEDMLAMPKAALLNDCVCDGLERPICESVKENMARLCFGAELGNGPGSSGSDGGLDDYYDEDYDDEQRTGGAGGEQPLDDDDGVPHPPRPGSGA.... (4) The miRNA is mmu-miR-101a-3p with sequence UACAGUACUGUGAUAACUGAA. The protein sequence of the target gene is MAPLRPLLILALLAWVALADQESCKGRCTEGFNVDKKCQCDELCSYYQSCCTDYTAECKPQVTRGDVFTMPEDEYTVYDDGEEKNNATVHEQVGGPSLTSDLQAQSKGNPEQTPVLKPEEEAPAPEVGASKPEGIDSRPETLHPGRPQPPAEEELCSGKPFDAFTDLKNGSLFAFRGQYCYELDEKAVRPGYPKLIRDVWGIEGPIDAAFTRINCQGKTYLFKGSQYWRFEDGVLDPDYPRNISDGFDGIPDNVDAALALPAHSYSGRERVYFFKGKQYWEYQFQHQPSQEECEGSSLSA.... Result: 0 (no interaction). (5) The miRNA is mmu-miR-1839-5p with sequence AAGGUAGAUAGAACAGGUCUUG. The protein sequence of the target gene is MLRTRPRSPSADPAPCWSPQTPAPSPAKRRRLHQEPACPEPLAQPELEAPAEPTTSVVFLAAGSALQLPLDGVDLLLEPEPTSVLQVSLQGHTILLVPEGLQDSTHFGQPGFVAISPQGAAAQDGPQDHLVGLQEETFCEYFYQEDVCDEDADLEFLEHWASPPDDQANGNFSSIPGVPSPLSQDQVPGPSTGAEQYSPRFIWELDINMLGPFPGSPLQPLPPSPSRNPQEQLPPCPPCSPRAPRRARKRLVYE. Result: 1 (interaction). (6) The miRNA is mmu-miR-1193-3p with sequence UAGGUCACCCGUUUUACUAUC. The protein sequence of the target gene is MKKGSQQKIFSKAKIPSSSHSPIPSSMSNMRSRSLSPLIGSETLPFHSGGQWCEQVEIADENNMLLDYQDHKGADSHAGVRYITEALIKKLTKQDNLALIKSLNLSLSKDGGKKFKYIENLEKCVKLEVLNLSYNLIGKIEKLDKLLKLRELNLSYNKISKIEGIENMCNLQKLNLAGNEIEHIPVWLGKKLKSLRVLNLKGNKISSLQDISKLKPLQDLISLILVENPVVTLPHYLQFTIFHLRSLESLEGQPVTTQDRQEAFERFSLEEVERLERDLEKKMIETEELKSKQTRFLEEI.... Result: 0 (no interaction). (7) The miRNA is hsa-miR-513a-5p with sequence UUCACAGGGAGGUGUCAU. The protein sequence of the target gene is MLQACKMEGFPLVPPPSEDLVPYDTDLYQRQTHEYYPYLSSDGESHSDHYWDFHPHHVHSEFESFAENNFTELQSVQPPQLQQLYRHMELEQMHVLDTPMVPPHPSLGHQVSYLPRMCLQYPSLSPAQPSSDEEEGERQSPPLEVSDGEADGLEPGPGLLPGETGSKKKIRLYQFLLDLLRSGDMKDSIWWVDKDKGTFQFSSKHKEALAHRWGIQKGNRKKMTYQKMARALRNYGKTGEVKKVKKKLTYQFSGEVLGRGGLAERRHPPH. Result: 0 (no interaction).